From a dataset of Reaction yield outcomes from USPTO patents with 853,638 reactions. Predict the reaction yield, written as a fraction of the theoretical maximum amount of product (1.0 means a 100% yield; for example, 0.34 means a 34% yield). (1) The reactants are [N:1]1[C:9]2[CH:8]=[CH:7][N:6]=[CH:5][C:4]=2[S:3][C:2]=1[C:10]1[CH:11]=[C:12]([CH:17]=[C:18]([NH:20][C:21](=[O:34])[C:22]2[CH:27]=[C:26]([O:28][CH3:29])[C:25]([O:30][CH3:31])=[C:24]([O:32][CH3:33])[CH:23]=2)[CH:19]=1)[C:13]([O:15]C)=[O:14].O.[OH-].[Na+].Cl. The catalyst is C1COCC1. The product is [N:1]1[C:9]2[CH:8]=[CH:7][N:6]=[CH:5][C:4]=2[S:3][C:2]=1[C:10]1[CH:11]=[C:12]([CH:17]=[C:18]([NH:20][C:21](=[O:34])[C:22]2[CH:23]=[C:24]([O:32][CH3:33])[C:25]([O:30][CH3:31])=[C:26]([O:28][CH3:29])[CH:27]=2)[CH:19]=1)[C:13]([OH:15])=[O:14]. The yield is 0.780. (2) The reactants are [S:1]1[CH:5]=[CH:4][CH:3]=[C:2]1[CH2:6][CH2:7][NH:8][C:9]([C:11]1([C:16]2[CH:21]=[CH:20][C:19]([Cl:22])=[CH:18][CH:17]=2)[CH2:15][CH2:14][CH2:13][CH2:12]1)=[O:10].[CH3:23]C(C)([O-])C.[K+].IC. The catalyst is CN(C=O)C.O. The product is [Cl:22][C:19]1[CH:18]=[CH:17][C:16]([C:11]2([C:9]([N:8]([CH3:23])[CH2:7][CH2:6][C:2]3[S:1][CH:5]=[CH:4][CH:3]=3)=[O:10])[CH2:12][CH2:13][CH2:14][CH2:15]2)=[CH:21][CH:20]=1. The yield is 0.620. (3) The reactants are [NH:1]([C:8]1[N:17]([C:18]2[CH:23]=[CH:22][CH:21]=[CH:20][CH:19]=2)[C:16]2[N:15]=[C:14]([C:24]([O:26]CC)=O)[C:13]([F:29])=[CH:12][C:11]=2[C:10](=[O:30])[CH:9]=1)[C:2]1[CH:7]=[CH:6][CH:5]=[CH:4][CH:3]=1.[NH4+:31].[Cl-]. The catalyst is N.CO. The product is [NH:1]([C:8]1[N:17]([C:18]2[CH:19]=[CH:20][CH:21]=[CH:22][CH:23]=2)[C:16]2[N:15]=[C:14]([C:24]([NH2:31])=[O:26])[C:13]([F:29])=[CH:12][C:11]=2[C:10](=[O:30])[CH:9]=1)[C:2]1[CH:7]=[CH:6][CH:5]=[CH:4][CH:3]=1. The yield is 0.710. (4) The reactants are [ClH:1].[CH3:2][O:3][CH2:4][C@H:5]1[N:15]2[C@@H:9]([S:10][CH2:11][CH2:12][C@H:13]([NH:17]C(=O)OC(C)(C)C)[C:14]2=[O:16])[CH2:8][CH2:7][CH2:6]1. No catalyst specified. The product is [ClH:1].[NH2:17][C@H:13]1[CH2:12][CH2:11][S:10][C@H:9]2[CH2:8][CH2:7][CH2:6][C@@H:5]([CH2:4][O:3][CH3:2])[N:15]2[C:14]1=[O:16]. The yield is 0.930.